Predict the reactants needed to synthesize the given product. From a dataset of Retrosynthesis with 50K atom-mapped reactions and 10 reaction types from USPTO. The reactants are: COC(=O)c1ccc2cc(-c3nc(NCCCN4CCN(C)CC4)ncc3Cl)sc2c1. Given the product CN1CCN(CCCNc2ncc(Cl)c(-c3cc4ccc(C(=O)O)cc4s3)n2)CC1, predict the reactants needed to synthesize it.